This data is from Reaction yield outcomes from USPTO patents with 853,638 reactions. The task is: Predict the reaction yield, written as a fraction of the theoretical maximum amount of product (1.0 means a 100% yield; for example, 0.34 means a 34% yield). (1) The yield is 1.00. The reactants are [NH:1]1[CH2:6][CH2:5][NH:4][CH2:3][C:2]1=[O:7].C([O-])([O-])=O.[K+].[K+].O.Cl[C:16]([O:18][CH2:19][C:20]1[CH:25]=[CH:24][CH:23]=[CH:22][CH:21]=1)=[O:17]. The product is [CH2:19]([O:18][C:16]([N:4]1[CH2:5][CH2:6][NH:1][C:2](=[O:7])[CH2:3]1)=[O:17])[C:20]1[CH:25]=[CH:24][CH:23]=[CH:22][CH:21]=1. The catalyst is C1COCC1. (2) The reactants are [Cl:1][C:2]1[S:6][C:5]([C:7]([OH:9])=[O:8])=[CH:4][C:3]=1[C:10]1[N:14]([CH3:15])[N:13]=[CH:12][CH:11]=1.C1C(=O)N([Br:23])C(=O)C1. The catalyst is O1CCCC1. The product is [Br:23][C:11]1[CH:12]=[N:13][N:14]([CH3:15])[C:10]=1[C:3]1[CH:4]=[C:5]([C:7]([OH:9])=[O:8])[S:6][C:2]=1[Cl:1]. The yield is 0.790. (3) The reactants are Br[C:2]1[CH:3]=[N:4][CH:5]=[N:6][CH:7]=1.[Li]CCCC.[CH:13]1([C:19]2([CH3:30])[C:23](=[O:24])[N:22]([CH2:25][CH:26]=[O:27])[C:21](=[O:28])[N:20]2[CH3:29])[CH2:18][CH2:17][CH2:16][CH2:15][CH2:14]1. The catalyst is C1COCC1. The product is [CH:13]1([C:19]2([CH3:30])[N:20]([CH3:29])[C:21](=[O:28])[N:22]([CH2:25][CH:26]([OH:27])[C:2]3[CH:3]=[N:4][CH:5]=[N:6][CH:7]=3)[C:23]2=[O:24])[CH2:14][CH2:15][CH2:16][CH2:17][CH2:18]1. The yield is 0.300.